From a dataset of Forward reaction prediction with 1.9M reactions from USPTO patents (1976-2016). Predict the product of the given reaction. (1) Given the reactants [N:1]([C@@H:4]([CH2:18][C:19]1[CH:24]=[CH:23][C:22]([O:25][CH2:26][CH2:27][OH:28])=[CH:21][CH:20]=1)[C:5]([N:7]1[CH2:12][CH2:11][CH:10]([C:13]([O:15][CH2:16][CH3:17])=[O:14])[CH2:9][CH2:8]1)=[O:6])=[N+:2]=[N-:3].C(N(CC)CC)C.[C:36]1([CH3:56])[CH:41]=[CH:40][C:39]([S:42](O[S:42]([C:39]2[CH:40]=[CH:41][C:36]([CH3:56])=[CH:37][CH:38]=2)(=[O:44])=[O:43])(=[O:44])=[O:43])=[CH:38][CH:37]=1, predict the reaction product. The product is: [N:1]([C@@H:4]([CH2:18][C:19]1[CH:24]=[CH:23][C:22]([O:25][CH2:26][CH2:27][O:28][S:42]([C:39]2[CH:40]=[CH:41][C:36]([CH3:56])=[CH:37][CH:38]=2)(=[O:44])=[O:43])=[CH:21][CH:20]=1)[C:5]([N:7]1[CH2:12][CH2:11][CH:10]([C:13]([O:15][CH2:16][CH3:17])=[O:14])[CH2:9][CH2:8]1)=[O:6])=[N+:2]=[N-:3]. (2) Given the reactants Br[CH2:2][C:3]([C:5]1[CH:10]=[CH:9][C:8]([NH:11][C:12](=[O:14])[CH3:13])=[CH:7][C:6]=1[F:15])=[O:4].[CH3:16][C:17]1[NH:21][C:20](=[O:22])[C:19]([C:26]2[CH:31]=[CH:30][CH:29]=[CH:28][CH:27]=2)([CH2:23][CH2:24][CH3:25])[N:18]=1.C(=O)([O-])[O-].[K+].CC(C)=O.[K+].C1CCCCC1.C(OCC)(=O)C, predict the reaction product. The product is: [F:15][C:6]1[CH:7]=[C:8]([NH:11][C:12](=[O:14])[CH3:13])[CH:9]=[CH:10][C:5]=1[C:3](=[O:4])[CH2:2][N:21]1[C:20](=[O:22])[C:19]([C:26]2[CH:31]=[CH:30][CH:29]=[CH:28][CH:27]=2)([CH2:23][CH2:24][CH3:25])[N:18]=[C:17]1[CH3:16]. (3) Given the reactants [Br:1][C:2]1[CH:3]=[C:4](/[CH:18]=[CH:19]/[C:20]2[CH:25]=[CH:24][C:23]([O:26]C(=O)C)=[CH:22][CH:21]=2)[CH:5]=[N:6][C:7]=1[O:8][CH2:9][CH2:10][O:11][CH2:12][CH2:13][O:14][CH2:15][CH2:16][F:17].C([O-])([O-])=O.[K+].[K+], predict the reaction product. The product is: [Br:1][C:2]1[CH:3]=[C:4](/[CH:18]=[CH:19]/[C:20]2[CH:25]=[CH:24][C:23]([OH:26])=[CH:22][CH:21]=2)[CH:5]=[N:6][C:7]=1[O:8][CH2:9][CH2:10][O:11][CH2:12][CH2:13][O:14][CH2:15][CH2:16][F:17]. (4) Given the reactants [F:1][C:2]1[C:10]([O:11][CH3:12])=[C:9]([N+:13]([O-:15])=[O:14])[CH:8]=[CH:7][C:3]=1[C:4]([OH:6])=O.[NH:16]1[CH2:21][CH2:20][O:19][CH2:18][CH2:17]1.CCN(C(C)C)C(C)C.CN(C(ON1N=NC2C=CC=CC1=2)=[N+](C)C)C.F[P-](F)(F)(F)(F)F, predict the reaction product. The product is: [F:1][C:2]1[C:10]([O:11][CH3:12])=[C:9]([N+:13]([O-:15])=[O:14])[CH:8]=[CH:7][C:3]=1[C:4]([N:16]1[CH2:21][CH2:20][O:19][CH2:18][CH2:17]1)=[O:6]. (5) The product is: [F:17][C:18]([F:28])([F:29])[C:19]1[CH:24]=[CH:23][CH:22]=[CH:21][C:20]=1[C@H:25]([O:27][C:52](=[O:37])[NH:49][C:12]1[N:8]([C:5]2[CH:4]=[CH:3][C:2]([Br:1])=[CH:7][CH:6]=2)[N:9]=[N:10][C:11]=1[CH3:16])[CH3:26]. Given the reactants [Br:1][C:2]1[CH:7]=[CH:6][C:5]([N:8]2[C:12](C(O)=O)=[C:11]([CH3:16])[N:10]=[N:9]2)=[CH:4][CH:3]=1.[F:17][C:18]([F:29])([F:28])[C:19]1[CH:24]=[CH:23][CH:22]=[CH:21][C:20]=1[C@H:25]([OH:27])[CH3:26].C1(P(N=[N+]=[N-])(C2C=CC=CC=2)=[O:37])C=CC=CC=1.C([N:49]([CH2:52]C)CC)C, predict the reaction product.